From a dataset of Catalyst prediction with 721,799 reactions and 888 catalyst types from USPTO. Predict which catalyst facilitates the given reaction. (1) Reactant: N1(C(O[C@H:10](/[CH:12]=[CH:13]\[C:14]([NH:16][C@@H]2C[C@H](C)[C@H](C/C=C(\C)/C=C)O[C@@H]2C)=[O:15])[CH3:11])=O)CCOCC1.[CH:31]([C@H:33]1[O:40][C:39]([CH3:42])([CH3:41])[CH2:38][C@:35]2([O:37][CH2:36]2)[C@@H:34]1[OH:43])=[CH2:32].C1(=O)C=CC(=O)C=C1. Product: [CH:31]([C@H:33]1[O:40][C:39]([CH3:42])([CH3:41])[CH2:38][C@:35]2([O:37][CH2:36]2)[C@@H:34]1[OH:43])=[CH2:32].[C:14]([NH2:16])(=[O:15])[CH:13]=[CH:12][CH2:10][CH3:11]. The catalyst class is: 344. (2) Reactant: [CH:1]1([CH2:4][O:5][CH:6]2[CH2:11][CH2:10][CH:9]([C:12]([O:14]CC)=[O:13])[CH2:8][CH2:7]2)[CH2:3][CH2:2]1.CO.[OH-].[Na+].C1(CO[C@H]2CC[C@H](C(O)=O)CC2)CC1. Product: [CH:1]1([CH2:4][O:5][CH:6]2[CH2:11][CH2:10][CH:9]([C:12]([OH:14])=[O:13])[CH2:8][CH2:7]2)[CH2:2][CH2:3]1. The catalyst class is: 1. (3) Reactant: [C:1]([C:3]1[CH:33]=[CH:32][C:6]([CH2:7][C:8]2[C:9]([C:27]([O:29][CH2:30][CH3:31])=[O:28])=[CH:10][N:11]([CH:13](OC(C)(C)C)[C:14]3[CH:19]=[CH:18][CH:17]=[C:16]([C:20]#[N:21])[CH:15]=3)[CH:12]=2)=[CH:5][CH:4]=1)#[N:2].FC(F)(F)C(O)=[O:37]. Product: [C:1]([C:3]1[CH:4]=[CH:5][C:6]([CH2:7][C:8]2[C:9]([C:27]([O:29][CH2:30][CH3:31])=[O:28])=[CH:10][N:11]([CH2:13][C:14]3[C:19]([OH:37])=[CH:18][CH:17]=[C:16]([C:20]#[N:21])[CH:15]=3)[CH:12]=2)=[CH:32][CH:33]=1)#[N:2]. The catalyst class is: 2. (4) Reactant: [Br:1][C:2]1[CH:9]=[CH:8][C:5]([CH2:6]O)=[CH:4][CH:3]=1.COCCN(S(F)(F)[F:20])CCOC. Product: [Br:1][C:2]1[CH:9]=[CH:8][C:5]([CH2:6][F:20])=[CH:4][CH:3]=1. The catalyst class is: 2. (5) Reactant: [O:1]1[C:5]2[CH:6]=[CH:7][CH:8]=[CH:9][C:4]=2[O:3][CH2:2]1.[Br:10]NC(=O)CCC(N)=O. Product: [Br:10][C:8]1[CH:7]=[CH:6][C:5]2[O:1][CH2:2][O:3][C:4]=2[CH:9]=1. The catalyst class is: 22. (6) Reactant: ON1C2C=CC=CC=2N=N1.[NH:11]1[C:19]2[C:14](=[CH:15][CH:16]=[CH:17][CH:18]=2)[C:13]([CH2:20][NH2:21])=[CH:12]1.CN1CCOCC1.Cl.[CH3:30][N:31]([CH3:48])[C:32]1([C:42]2[CH:47]=[CH:46][CH:45]=[CH:44][CH:43]=2)[CH2:37][CH2:36][CH:35]([CH2:38][C:39](O)=[O:40])[CH2:34][CH2:33]1.C1(N=C=NC2CCCCC2)CCCCC1.[OH-].[Na+]. Product: [CH3:48][N:31]([CH3:30])[C:32]1([C:42]2[CH:43]=[CH:44][CH:45]=[CH:46][CH:47]=2)[CH2:37][CH2:36][CH:35]([CH2:38][C:39]([NH:21][CH2:20][C:13]2[C:14]3[C:19](=[CH:18][CH:17]=[CH:16][CH:15]=3)[NH:11][CH:12]=2)=[O:40])[CH2:34][CH2:33]1. The catalyst class is: 35. (7) Reactant: [NH2:1][C@H:2]1[CH2:7][CH2:6][C@H:5]([OH:8])[CH2:4][CH2:3]1.C(=O)([O-])[O-].[Cs+].[Cs+].[CH2:15](Br)[C:16]1[CH:21]=[CH:20][CH:19]=[CH:18][CH:17]=1. Product: [CH2:15]([N:1]([CH2:15][C:16]1[CH:21]=[CH:20][CH:19]=[CH:18][CH:17]=1)[C@H:2]1[CH2:7][CH2:6][C@H:5]([OH:8])[CH2:4][CH2:3]1)[C:16]1[CH:21]=[CH:20][CH:19]=[CH:18][CH:17]=1. The catalyst class is: 10. (8) Reactant: O.NN.[C:4]1([CH2:10][CH2:11][CH2:12][CH2:13][CH2:14][N:15]2C(=O)C3C(=CC=CC=3)C2=O)[CH:9]=[CH:8][CH:7]=[CH:6][CH:5]=1. Product: [C:4]1([CH2:10][CH2:11][CH2:12][CH2:13][CH2:14][NH2:15])[CH:9]=[CH:8][CH:7]=[CH:6][CH:5]=1. The catalyst class is: 14.